This data is from Catalyst prediction with 721,799 reactions and 888 catalyst types from USPTO. The task is: Predict which catalyst facilitates the given reaction. (1) Reactant: [NH2:1][C:2]1[CH:7]=[CH:6][C:5]([N:8]2[CH2:13][CH2:12][N:11]([C:14]([O:16][C:17]([CH3:20])([CH3:19])[CH3:18])=[O:15])[CH2:10][CH2:9]2)=[CH:4][CH:3]=1.[F:21][C:22]([F:39])([F:38])[C:23]1[CH:28]=[CH:27][C:26]([C:29]2[CH2:34][CH2:33][CH2:32][CH2:31][C:30]=2[C:35](O)=[O:36])=[CH:25][CH:24]=1.O.ON1C2C=CC=CC=2N=N1.Cl.CN(C)CCCN=C=NCC. Product: [F:21][C:22]([F:38])([F:39])[C:23]1[CH:24]=[CH:25][C:26]([C:29]2[CH2:34][CH2:33][CH2:32][CH2:31][C:30]=2[C:35]([NH:1][C:2]2[CH:7]=[CH:6][C:5]([N:8]3[CH2:13][CH2:12][N:11]([C:14]([O:16][C:17]([CH3:20])([CH3:19])[CH3:18])=[O:15])[CH2:10][CH2:9]3)=[CH:4][CH:3]=2)=[O:36])=[CH:27][CH:28]=1. The catalyst class is: 289. (2) Reactant: [C:1]([Si:5]([CH3:13])([CH3:12])[O:6][C@@H:7]([CH3:11])[C:8]([OH:10])=[O:9])([CH3:4])([CH3:3])[CH3:2].Br[CH2:15][C:16]([O:18][CH2:19][C:20]1[CH:25]=[CH:24][CH:23]=[CH:22][CH:21]=1)=[O:17].C([O-])([O-])=O.[Cs+].[Cs+]. Product: [CH2:19]([O:18][C:16]([CH2:15][O:9][C:8](=[O:10])[C@@H:7]([O:6][Si:5]([C:1]([CH3:3])([CH3:4])[CH3:2])([CH3:13])[CH3:12])[CH3:11])=[O:17])[C:20]1[CH:25]=[CH:24][CH:23]=[CH:22][CH:21]=1. The catalyst class is: 23.